From a dataset of Full USPTO retrosynthesis dataset with 1.9M reactions from patents (1976-2016). Predict the reactants needed to synthesize the given product. (1) The reactants are: [Cl:1][C:2]1[CH:7]=[CH:6][C:5]([NH:8][C:9]([CH:11]2[CH2:16][N:15]([C:17](=[O:29])[C:18]3[CH:23]=[CH:22][CH:21]=[C:20]([C:24]4[O:25][CH:26]=[CH:27][CH:28]=4)[CH:19]=3)[CH2:14][CH2:13][NH:12]2)=[O:10])=[CH:4][CH:3]=1.C=O.[C:32]([BH3-])#N.[Na+]. Given the product [Cl:1][C:2]1[CH:7]=[CH:6][C:5]([NH:8][C:9]([CH:11]2[CH2:16][N:15]([C:17](=[O:29])[C:18]3[CH:23]=[CH:22][CH:21]=[C:20]([C:24]4[O:25][CH:26]=[CH:27][CH:28]=4)[CH:19]=3)[CH2:14][CH2:13][N:12]2[CH3:32])=[O:10])=[CH:4][CH:3]=1, predict the reactants needed to synthesize it. (2) The reactants are: [OH:1][C:2]1[CH:3]=[C:4]([CH:9]=[C:10]([O:12][C@H:13]2[CH2:17][CH2:16][N:15]([CH3:18])[C:14]2=[O:19])[CH:11]=1)[C:5]([O:7][CH3:8])=[O:6].Cl[C:21]1[N:22]=[CH:23][C:24]([C:27]([N:29]([CH3:31])[CH3:30])=[O:28])=[N:25][CH:26]=1.C(=O)([O-])[O-].[K+].[K+]. Given the product [CH3:30][N:29]([CH3:31])[C:27]([C:24]1[N:25]=[CH:26][C:21]([O:1][C:2]2[CH:3]=[C:4]([CH:9]=[C:10]([O:12][C@H:13]3[CH2:17][CH2:16][N:15]([CH3:18])[C:14]3=[O:19])[CH:11]=2)[C:5]([O:7][CH3:8])=[O:6])=[N:22][CH:23]=1)=[O:28], predict the reactants needed to synthesize it. (3) Given the product [Cl:1][C:2]1[CH:7]=[CH:6][C:5]([CH:8]([C:13]2[C:15]3[C:16](=[CH:17][CH:18]=[CH:19][CH:20]=3)[NH:24][N:23]=2)[CH2:9][CH2:10][C:11]#[N:12])=[C:4]([F:22])[CH:3]=1, predict the reactants needed to synthesize it. The reactants are: [Cl:1][C:2]1[CH:7]=[CH:6][C:5]([CH:8]([C:13]([C:15]2[CH:20]=[CH:19][CH:18]=[CH:17][C:16]=2F)=O)[CH2:9][CH2:10][C:11]#[N:12])=[C:4]([F:22])[CH:3]=1.[NH2:23][NH2:24]. (4) Given the product [CH3:1][O:2][C:3]1[CH:8]=[CH:7][CH:6]=[C:5]2[C:4]=1[CH:12]=[C:13]([CH2:14][C:15]([O:17][CH2:18][CH3:19])=[O:16])[NH:9]2, predict the reactants needed to synthesize it. The reactants are: [CH3:1][O:2][C:3]1[CH:8]=[CH:7][CH:6]=[C:5]([N+:9]([O-])=O)[C:4]=1[CH2:12][C:13](=O)[CH2:14][C:15]([O:17][CH2:18][CH3:19])=[O:16].N#N.C([O-])=O.[NH4+]. (5) The reactants are: FC1C=C(CC(N[C@H](C(O)=O)CO)=O)C=C(F)C=1.N[C@H]1C(=O)NC2C=CC=CC=2S[C@H]1C1C=C(F)C=CC=1F.CN1CCOCC1.[F:47][C:48]1[CH:49]=[C:50]([CH2:55][C:56]([NH:58][C@@H:59]([CH2:83][OH:84])[C:60]([NH:62][C@H:63]2[C:69](=[O:70])[NH:68][C:67]3[CH:71]=[CH:72][CH:73]=[CH:74][C:66]=3[S:65][C@H:64]2[C:75]2[CH:80]=[C:79]([F:81])[CH:78]=[CH:77][C:76]=2[F:82])=[O:61])=[O:57])[CH:51]=[C:52]([F:54])[CH:53]=1. Given the product [F:47][C:48]1[CH:49]=[C:50]([CH2:55][C:56]([NH:58][C@@H:59]([CH2:83][OH:84])[C:60]([NH:62][C@@H:63]2[C:69](=[O:70])[NH:68][C:67]3[CH:71]=[CH:72][CH:73]=[CH:74][C:66]=3[S:65][C@@H:64]2[C:75]2[CH:80]=[C:79]([F:81])[CH:78]=[CH:77][C:76]=2[F:82])=[O:61])=[O:57])[CH:51]=[C:52]([F:54])[CH:53]=1, predict the reactants needed to synthesize it.